Dataset: Catalyst prediction with 721,799 reactions and 888 catalyst types from USPTO. Task: Predict which catalyst facilitates the given reaction. (1) Reactant: [OH:1][C:2]1[CH:11]=[C:10]2[C:5]([CH:6]=[C:7]([NH:12][C:13]([CH:15]3[CH2:17][CH2:16]3)=[O:14])[N:8]=[CH:9]2)=[CH:4][CH:3]=1.O1CCCC1.C[CH2:24][O:25][C:26]([C@@H:28](O)[CH3:29])=[O:27].C1(P(C2C=CC=CC=2)C2C=CC=CC=2)C=CC=CC=1.N(C(OCC)=O)=NC(OCC)=O. Product: [CH:15]1([C:13]([NH:12][C:7]2[N:8]=[CH:9][C:10]3[C:5]([CH:6]=2)=[CH:4][CH:3]=[C:2]([O:1][C@H:28]([CH3:29])[C:26]([O:25][CH3:24])=[O:27])[CH:11]=3)=[O:14])[CH2:16][CH2:17]1. The catalyst class is: 13. (2) Reactant: Cl.[NH2:2][C:3]1[CH:11]=[CH:10][CH:9]=[C:8]2[C:4]=1[CH:5]([CH3:14])[CH2:6][C:7]2([CH3:13])[CH3:12].[OH-].[Na+].C1(C)C=CC=CC=1. Product: [NH2:2][C:3]1[CH:11]=[CH:10][CH:9]=[C:8]2[C:4]=1[CH:5]([CH3:14])[CH2:6][C:7]2([CH3:13])[CH3:12]. The catalyst class is: 6. (3) Reactant: [CH3:1][C:2]1[N:7]=[C:6]([NH:8][C:9]2[C:14]([CH3:15])=[CH:13][C:12]([CH3:16])=[CH:11][C:10]=2[CH3:17])[C:5]([S:18]([C:21]2[CH:26]=[CH:25][C:24]([OH:27])=[CH:23][CH:22]=2)(=[O:20])=[O:19])=[CH:4][N:3]=1.[C:28](OC(=O)C)(=[O:30])[CH3:29].C(N(CC)CC)C.C(=O)(O)[O-].[Na+]. Product: [CH3:1][C:2]1[N:7]=[C:6]([NH:8][C:9]2[C:14]([CH3:15])=[CH:13][C:12]([CH3:16])=[CH:11][C:10]=2[CH3:17])[C:5]([S:18]([C:21]2[CH:22]=[CH:23][C:24]([O:27][C:28](=[O:30])[CH3:29])=[CH:25][CH:26]=2)(=[O:20])=[O:19])=[CH:4][N:3]=1. The catalyst class is: 2. (4) Reactant: [F:1][C:2]([F:26])([C:7]([F:25])([F:24])[C:8]([F:23])([F:22])[C:9]([F:21])([F:20])[C:10]([F:19])([F:18])[C:11]([F:17])([F:16])[C:12]([F:15])([F:14])[F:13])[C:3](OC)=[O:4].[NH3:27].[NH4+]. Product: [F:1][C:2]([F:26])([C:7]([F:25])([F:24])[C:8]([F:23])([F:22])[C:9]([F:21])([F:20])[C:10]([F:19])([F:18])[C:11]([F:17])([F:16])[C:12]([F:15])([F:14])[F:13])[C:3]([NH2:27])=[O:4]. The catalyst class is: 7. (5) Reactant: [NH:1]1[CH2:6][CH2:5][C:4]2([CH2:12][CH2:11][C:10](=[O:13])[C:9]3[CH:14]=[CH:15][CH:16]=[CH:17][C:8]=3[NH:7]2)[CH2:3][CH2:2]1.[F:18][C:19]([F:30])([F:29])[O:20][C:21]1[CH:28]=[CH:27][C:24]([CH2:25]Br)=[CH:23][CH:22]=1. Product: [F:18][C:19]([F:29])([F:30])[O:20][C:21]1[CH:28]=[CH:27][C:24]([CH2:25][N:1]2[CH2:6][CH2:5][C:4]3([CH2:12][CH2:11][C:10](=[O:13])[C:9]4[CH:14]=[CH:15][CH:16]=[CH:17][C:8]=4[NH:7]3)[CH2:3][CH2:2]2)=[CH:23][CH:22]=1. The catalyst class is: 1. (6) Product: [Cl:11][CH2:12][C:13]1[C:5]2[C:3](=[C:2]([F:1])[C:8]([OH:9])=[C:7]([F:10])[CH:6]=2)[O:4][C:15](=[O:16])[CH:14]=1. The catalyst class is: 501. Reactant: [F:1][C:2]1[C:8]([OH:9])=[C:7]([F:10])[CH:6]=[CH:5][C:3]=1[OH:4].[Cl:11][CH2:12][C:13](=O)[CH2:14][C:15](OCC)=[O:16]. (7) Reactant: [CH3:1][C:2]1[N:3]=[CH:4][S:5][CH:6]=1.C([Li])CCC.F[C:13]1[CH:18]=[CH:17][CH:16]=[CH:15][C:14]=1[N+:19]([O-:21])=[O:20]. Product: [CH3:1][C:2]1[N:3]=[C:4]([C:13]2[CH:18]=[CH:17][CH:16]=[CH:15][C:14]=2[N+:19]([O-:21])=[O:20])[S:5][CH:6]=1. The catalyst class is: 1. (8) Reactant: [Cl:1][C:2]1[CH:11]=[CH:10][C:9]2[NH:8][C:7](=O)[C:6]3=[N:13][N:14]([CH3:16])[CH:15]=[C:5]3[C:4]=2[CH:3]=1.P(Cl)(Cl)(Cl)(Cl)[Cl:18]. Product: [Cl:18][C:7]1[C:6]2=[N:13][N:14]([CH3:16])[CH:15]=[C:5]2[C:4]2[CH:3]=[C:2]([Cl:1])[CH:11]=[CH:10][C:9]=2[N:8]=1. The catalyst class is: 265. (9) Reactant: [O-]S([O-])(=O)=O.[Mg+2].[CH3:7][C:8]1([CH3:15])[O:12][C@H:11]([CH:13]=O)[CH2:10][O:9]1.[CH3:16][O:17][C:18]1[CH:25]=[C:24]([O:26][CH3:27])[CH:23]=[CH:22][C:19]=1[CH2:20][NH2:21]. Product: [CH3:16][O:17][C:18]1[CH:25]=[C:24]([O:26][CH3:27])[CH:23]=[CH:22][C:19]=1[CH2:20]/[N:21]=[CH:13]/[C@@H:11]1[CH2:10][O:9][C:8]([CH3:7])([CH3:15])[O:12]1. The catalyst class is: 2.